Dataset: Catalyst prediction with 721,799 reactions and 888 catalyst types from USPTO. Task: Predict which catalyst facilitates the given reaction. Reactant: Cl.[NH2:2][C@@:3]([C:8]1[CH:13]=[CH:12][CH:11]=[C:10]([C:14]([F:17])([F:16])[F:15])[CH:9]=1)([CH3:7])[C:4]([OH:6])=[O:5]. Product: [NH2:2][C@@:3]([C:8]1[CH:13]=[CH:12][CH:11]=[C:10]([C:14]([F:15])([F:16])[F:17])[CH:9]=1)([CH3:7])[C:4]([OH:6])=[O:5]. The catalyst class is: 5.